This data is from Reaction yield outcomes from USPTO patents with 853,638 reactions. The task is: Predict the reaction yield, written as a fraction of the theoretical maximum amount of product (1.0 means a 100% yield; for example, 0.34 means a 34% yield). (1) The reactants are Cl[C:2]1[N:11]=[C:10]([N:12]([CH3:14])[CH3:13])[C:9]2[C:4](=[CH:5][CH:6]=[C:7]([F:15])[CH:8]=2)[N:3]=1.C[Si]([N-:20][Si](C)(C)C)(C)C.[Li+].C1(P(C2CCCCC2)C2C=CC=CC=2C2C=CC=CC=2)CCCCC1.Cl. The catalyst is C1C=CC(/C=C/C(/C=C/C2C=CC=CC=2)=O)=CC=1.C1C=CC(/C=C/C(/C=C/C2C=CC=CC=2)=O)=CC=1.C1C=CC(/C=C/C(/C=C/C2C=CC=CC=2)=O)=CC=1.[Pd].[Pd].C1COCC1. The product is [F:15][C:7]1[CH:8]=[C:9]2[C:4](=[CH:5][CH:6]=1)[N:3]=[C:2]([NH2:20])[N:11]=[C:10]2[N:12]([CH3:14])[CH3:13]. The yield is 0.880. (2) The reactants are CC1C=CC(S(OCC2CC3C=CC=C(C4C=CC(F)=CC=4)C=3O2)(=O)=O)=CC=1.[N-]=[N+]=[N-].[Na+].N(CC1CC2C=C(Cl)C=C(C3C=CSC=3)C=2O1)=[N+]=[N-].[N:52]([CH2:55][CH:56]1[CH2:60][C:59]2[CH:61]=[CH:62][CH:63]=[C:64]([C:65]3[CH:70]=[CH:69][C:68]([F:71])=[CH:67][CH:66]=3)[C:58]=2[O:57]1)=[N+]=[N-].[N-]=[N+]=[N-]. The catalyst is [Pd]. The product is [F:71][C:68]1[CH:67]=[CH:66][C:65]([C:64]2[C:58]3[O:57][CH:56]([CH2:55][NH2:52])[CH2:60][C:59]=3[CH:61]=[CH:62][CH:63]=2)=[CH:70][CH:69]=1. The yield is 0.640.